Dataset: Catalyst prediction with 721,799 reactions and 888 catalyst types from USPTO. Task: Predict which catalyst facilitates the given reaction. Reactant: [CH2:1]([O:8][C:9]1[CH:10]=[CH:11][C:12]2[O:16][C:15]([C:17]([C:22]3[CH:27]=[CH:26][C:25]([OH:28])=[C:24]([CH3:29])[CH:23]=3)([CH2:20][CH3:21])[CH2:18][CH3:19])=[CH:14][C:13]=2[CH:30]=1)[C:2]1[CH:7]=[CH:6][CH:5]=[CH:4][CH:3]=1.Br[CH2:32][C:33](=[O:38])[C:34]([CH3:37])([CH3:36])[CH3:35].C([O-])([O-])=O.[K+].[K+]. Product: [CH2:1]([O:8][C:9]1[CH:10]=[CH:11][C:12]2[O:16][C:15]([C:17]([C:22]3[CH:27]=[CH:26][C:25]([O:28][CH2:32][C:33](=[O:38])[C:34]([CH3:37])([CH3:36])[CH3:35])=[C:24]([CH3:29])[CH:23]=3)([CH2:20][CH3:21])[CH2:18][CH3:19])=[CH:14][C:13]=2[CH:30]=1)[C:2]1[CH:7]=[CH:6][CH:5]=[CH:4][CH:3]=1. The catalyst class is: 21.